This data is from Full USPTO retrosynthesis dataset with 1.9M reactions from patents (1976-2016). The task is: Predict the reactants needed to synthesize the given product. (1) Given the product [NH2:32][C@H:29]([C:27]1[S:28][C:24]([Cl:23])=[CH:25][CH:26]=1)[C@@H:12]([C:11]1[CH:6]=[CH:7][CH:8]=[C:9]([Cl:48])[CH:10]=1)[OH:14], predict the reactants needed to synthesize it. The reactants are: CC(OI1(OC(C)=O)(OC(C)=O)[O:14][C:12](=O)[C:11]2[CH:10]=[CH:9][CH:8]=[CH:7][C:6]1=2)=O.[Cl:23][C:24]1[S:28][C:27]([C@@H:29]([NH:32]C(=O)OC(C)(C)C)CO)=[CH:26][CH:25]=1.[O-]S([O-])(=S)=O.[Na+].[Na+].C(Cl)[Cl:48]. (2) The reactants are: C([O:8][N:9]1[C:14]2[N:15]=[CH:16][N:17]=[C:18]([CH3:19])[C:13]=2[C:12]([NH:20][CH2:21][C:22]2[CH:36]=[CH:35][CH:34]=[CH:33][C:23]=2[CH2:24][NH:25][C:26](=[O:32])[O:27][C:28]([CH3:31])([CH3:30])[CH3:29])=[CH:11][C:10]1=[O:37])C1C=CC=CC=1.[H][H]. Given the product [OH:8][N:9]1[C:14]2[N:15]=[CH:16][N:17]=[C:18]([CH3:19])[C:13]=2[C:12]([NH:20][CH2:21][C:22]2[CH:36]=[CH:35][CH:34]=[CH:33][C:23]=2[CH2:24][NH:25][C:26](=[O:32])[O:27][C:28]([CH3:29])([CH3:30])[CH3:31])=[CH:11][C:10]1=[O:37], predict the reactants needed to synthesize it. (3) Given the product [C:20]([O:19][C:17]([N:15]1[CH2:14][CH:13]([NH:12][C:6]2[CH:5]=[CH:4][C:3]([C:1]#[N:2])=[C:11]3[C:7]=2[CH:8]=[CH:9][N:10]3[C:25]([O:27][C:28]([CH3:31])([CH3:30])[CH3:29])=[O:24])[CH2:16]1)=[O:18])([CH3:23])([CH3:22])[CH3:21], predict the reactants needed to synthesize it. The reactants are: [C:1]([C:3]1[CH:4]=[CH:5][C:6]([NH:12][CH:13]2[CH2:16][N:15]([C:17]([O:19][C:20]([CH3:23])([CH3:22])[CH3:21])=[O:18])[CH2:14]2)=[C:7]2[C:11]=1[NH:10][CH:9]=[CH:8]2)#[N:2].[O:24](C(OC(C)(C)C)=O)[C:25]([O:27][C:28]([CH3:31])([CH3:30])[CH3:29])=O. (4) Given the product [CH2:3]([N:7]1[C:15]2[C:10](=[CH:11][CH:12]=[CH:13][C:14]=2[C:16]2[N:20]=[C:19]([C:21]3[CH:26]=[CH:25][C:24]([O:27][CH:28]([CH3:30])[CH3:29])=[C:23]([Cl:31])[CH:22]=3)[O:18][N:17]=2)[C:9]([CH2:32][CH2:33][C:34]([OH:36])=[O:35])=[CH:8]1)[CH2:4][CH2:5][CH3:6], predict the reactants needed to synthesize it. The reactants are: [OH-].[Na+].[CH2:3]([N:7]1[C:15]2[C:10](=[CH:11][CH:12]=[CH:13][C:14]=2[C:16]2[N:20]=[C:19]([C:21]3[CH:26]=[CH:25][C:24]([O:27][CH:28]([CH3:30])[CH3:29])=[C:23]([Cl:31])[CH:22]=3)[O:18][N:17]=2)[C:9]([CH2:32][CH2:33][C:34]([O:36]CCC)=[O:35])=[CH:8]1)[CH2:4][CH2:5][CH3:6].Cl. (5) The reactants are: Cl.[CH3:2][O:3][C:4](=[O:8])[C@@H:5]([NH2:7])[CH3:6].[F:9][C:10]1[CH:17]=[CH:16][C:13]([CH:14]=O)=[CH:12][CH:11]=1.C(N(CC)CC)C.C(O[BH-](OC(=O)C)OC(=O)C)(=O)C.[Na+].[OH-].[Na+]. Given the product [CH3:2][O:3][C:4](=[O:8])[C@@H:5]([NH:7][CH2:14][C:13]1[CH:16]=[CH:17][C:10]([F:9])=[CH:11][CH:12]=1)[CH3:6], predict the reactants needed to synthesize it. (6) Given the product [C:29]([O:28][C:26](=[O:27])[N:33]([CH3:41])[CH:34]([C:38](=[O:40])[N:2]([CH3:1])[CH:3]1[CH2:16][C:15]2[C:6]([CH3:25])([CH:7]3[CH:12]([CH2:13][CH:14]=2)[CH:11]2[CH2:17][CH2:18][CH:19]4[CH:20]([CH3:24])[N:21]([CH3:23])[CH2:22][C:10]24[CH2:9][CH2:8]3)[CH2:5][CH2:4]1)[CH:35]([CH3:36])[CH3:37])([CH3:30])([CH3:31])[CH3:32], predict the reactants needed to synthesize it. The reactants are: [CH3:1][NH:2][CH:3]1[CH2:16][C:15]2[C:6]([CH3:25])([CH:7]3[CH:12]([CH2:13][CH:14]=2)[CH:11]2[CH2:17][CH2:18][CH:19]4[CH:20]([CH3:24])[N:21]([CH3:23])[CH2:22][C:10]24[CH2:9][CH2:8]3)[CH2:5][CH2:4]1.[C:26]([N:33]([CH3:41])[C@@H:34]([C:38]([OH:40])=O)[CH:35]([CH3:37])[CH3:36])([O:28][C:29]([CH3:32])([CH3:31])[CH3:30])=[O:27].Cl.CN(C)CCCN=C=NCC.ON1C2C=CC=CC=2N=N1.